From a dataset of Forward reaction prediction with 1.9M reactions from USPTO patents (1976-2016). Predict the product of the given reaction. (1) Given the reactants [O:1]([C:8]1[C:9]([NH:21][C:22]2[S:26][N:25]=[C:24]([CH:27]3[CH2:32][CH2:31][NH:30][CH2:29][CH2:28]3)[N:23]=2)=[N:10][CH:11]=[C:12]([S:14][C:15]2[CH:20]=[CH:19][CH:18]=[CH:17][N:16]=2)[CH:13]=1)[C:2]1[CH:7]=[CH:6][CH:5]=[CH:4][CH:3]=1.[C:33]([O:37][C:38](CC(O)=O)=[O:39])([CH3:36])([CH3:35])[CH3:34].Cl.[CH2:45]([N:47]=C=NCCCN(C)C)[CH3:46].C(N(CC)CC)C.[OH2:63], predict the reaction product. The product is: [O:63]=[C:46]([N:30]1[CH2:31][CH2:32][CH:27]([C:24]2[N:23]=[C:22]([NH:21][C:9]3[C:8]([O:1][C:2]4[CH:7]=[CH:6][CH:5]=[CH:4][CH:3]=4)=[CH:13][C:12]([S:14][C:15]4[CH:20]=[CH:19][CH:18]=[CH:17][N:16]=4)=[CH:11][N:10]=3)[S:26][N:25]=2)[CH2:28][CH2:29]1)[CH2:45][NH:47][C:38](=[O:39])[O:37][C:33]([CH3:34])([CH3:35])[CH3:36]. (2) Given the reactants [Cl:1][C:2]1[CH:7]=[C:6]([CH3:8])[CH:5]=[CH:4][N+:3]=1[O-].P(Cl)(Cl)([Cl:12])=O, predict the reaction product. The product is: [Cl:1][C:2]1[CH:7]=[C:6]([CH3:8])[CH:5]=[C:4]([Cl:12])[N:3]=1. (3) Given the reactants [OH:1][C:2]1[N:9]=[CH:8][CH:7]=[CH:6][C:3]=1[CH:4]=[O:5].C(=O)([O-])[O-].[K+].[K+].Br[CH2:17][CH2:18][CH2:19][CH2:20][CH2:21][C:22]([O:24][CH2:25][CH3:26])=[O:23], predict the reaction product. The product is: [CH:4]([C:3]1[C:2]([O:1][CH2:17][CH2:18][CH2:19][CH2:20][CH2:21][C:22]([O:24][CH2:25][CH3:26])=[O:23])=[N:9][CH:8]=[CH:7][CH:6]=1)=[O:5]. (4) Given the reactants [CH2:1]([O:5][C:6]1[CH:28]=[CH:27][C:9]([C:10]([N:12]([CH3:26])[C:13]2[CH:18]=[CH:17][C:16]([N:19]3[CH2:23][CH2:22][CH:21]([NH:24][CH3:25])[CH2:20]3)=[CH:15][CH:14]=2)=[O:11])=[CH:8][CH:7]=1)[CH2:2][CH2:3][CH3:4].[CH3:29][N:30]([CH3:35])[CH2:31][C:32](O)=[O:33], predict the reaction product. The product is: [CH2:1]([O:5][C:6]1[CH:28]=[CH:27][C:9]([C:10]([N:12]([C:13]2[CH:18]=[CH:17][C:16]([N:19]3[CH2:23][CH2:22][CH:21]([NH:24][CH2:25][C:32](=[O:33])[CH2:31][N:30]([CH3:35])[CH3:29])[CH2:20]3)=[CH:15][CH:14]=2)[CH3:26])=[O:11])=[CH:8][CH:7]=1)[CH2:2][CH2:3][CH3:4]. (5) Given the reactants [C:1]([O:5][CH3:6])(=[O:4])[CH:2]=[CH2:3].[CH2:7]([NH2:17])[CH2:8][CH2:9][CH2:10][CH2:11][CH2:12][CH2:13][CH2:14][CH2:15][CH3:16], predict the reaction product. The product is: [CH2:7]([NH:17][CH2:3][CH2:2][C:1]([O:5][CH3:6])=[O:4])[CH2:8][CH2:9][CH2:10][CH2:11][CH2:12][CH2:13][CH2:14][CH2:15][CH3:16]. (6) Given the reactants O[C@@H:2]1[C@H:7](O)[C@@H](OC)C(C)(C)O[C@H:3]1[O:13][C:14]1[C:23]([CH3:24])=[C:22]2[C:17]([CH:18]=[C:19]([NH:26]S(C3C=CC=CC=3)(=O)=O)[C:20](=[O:25])[O:21]2)=[CH:16][CH:15]=1.OC1C(C)=C2C(C=C(N[C:50](=[O:59])[O:51][CH2:52][C:53]3[CH:58]=[CH:57][CH:56]=[CH:55][CH:54]=3)C(=O)O2)=CC=1.C1(P([C:73]2[CH:78]=CC=CC=2)C2C=CC=CC=2)C=CC=CC=1.CC(O[C:83](/[N:85]=N/C(OC(C)C)=O)=O)C.C1[CH2:97][O:96]CC1, predict the reaction product. The product is: [CH3:24][C:23]1[C:14]([O:13][CH:3]2[CH2:2][CH2:7][N:85]([CH3:83])[CH2:78][CH2:73]2)=[CH:15][CH:16]=[C:17]2[C:22]=1[O:21][C:20](=[O:25])[C:19]([NH:26][C:97](=[O:96])[C:50]([O:51][CH2:52][C:53]1[CH:54]=[CH:55][CH:56]=[CH:57][CH:58]=1)=[O:59])=[CH:18]2. (7) Given the reactants [F:1][C:2]1[CH:3]=[C:4]([N+:9]([O-:11])=[O:10])[CH:5]=[CH:6][C:7]=1F.[S:12]1(CC[CH2:16][CH2:15]1)(=O)=O, predict the reaction product. The product is: [CH2:15]([S:12][C:7]1[CH:6]=[CH:5][C:4]([N+:9]([O-:11])=[O:10])=[CH:3][C:2]=1[F:1])[CH3:16].